Dataset: Reaction yield outcomes from USPTO patents with 853,638 reactions. Task: Predict the reaction yield, written as a fraction of the theoretical maximum amount of product (1.0 means a 100% yield; for example, 0.34 means a 34% yield). (1) The reactants are O[C@@:2]([C:30]1[CH:31]=[C:32]2[C:37](=[CH:38][CH:39]=1)[CH:36]=[C:35]([C:40]([NH:42][CH3:43])=[O:41])[CH:34]=[CH:33]2)([C:6]1[N:7]=[CH:8][N:9](C(C2C=CC=CC=2)(C2C=CC=CC=2)C2C=CC=CC=2)[CH:10]=1)[CH2:3][CH2:4]O.C(N(C(C)C)C(C)C)C.CS(Cl)(=O)=[O:55].C(=O)([O-])[O-].[Na+].[Na+]. The catalyst is O.C1COCC1. The product is [OH:55][C:10]1[N:9]=[CH:8][N:7]2[CH2:4][CH2:3][C@@H:2]([C:30]3[CH:31]=[C:32]4[C:37](=[CH:38][CH:39]=3)[CH:36]=[C:35]([C:40]([NH:42][CH3:43])=[O:41])[CH:34]=[CH:33]4)[C:6]=12. The yield is 0.980. (2) The reactants are [CH3:1][C:2]1([C:8]([O:10][CH2:11][CH3:12])=[O:9])[CH2:7][CH2:6][CH2:5][NH:4][CH2:3]1.F[C:14]1[CH:19]=[CH:18][C:17]([N+:20]([O-:22])=[O:21])=[CH:16][CH:15]=1.CN(C=O)C.C([O-])([O-])=O.[K+].[K+]. The catalyst is CCOC(C)=O. The product is [CH3:1][C:2]1([C:8]([O:10][CH2:11][CH3:12])=[O:9])[CH2:7][CH2:6][CH2:5][N:4]([C:14]2[CH:19]=[CH:18][C:17]([N+:20]([O-:22])=[O:21])=[CH:16][CH:15]=2)[CH2:3]1. The yield is 0.830. (3) The reactants are [OH:1][C:2]1[CH:12]=[CH:11][C:5]([C:6]([O:8][CH2:9][CH3:10])=[O:7])=[CH:4][CH:3]=1.C(=O)([O-])[O-].[K+].[K+].[CH3:19][C:20]([CH3:24])=[CH:21][CH2:22]Cl. The catalyst is C(#N)C. The product is [CH3:19][C:20]([CH3:24])=[CH:21][CH2:22][O:1][C:2]1[CH:3]=[CH:4][C:5]([C:6]([O:8][CH2:9][CH3:10])=[O:7])=[CH:11][CH:12]=1. The yield is 0.950. (4) The reactants are [CH3:1][S:2]([C:5]1[CH:10]=[CH:9][C:8]([C:11]2[N:12]=[CH:13][C:14]([OH:17])=[N:15][CH:16]=2)=[CH:7][CH:6]=1)(=[O:4])=[O:3].[CH3:18][CH:19]([N:21]1[N:25]=[N:24][C:23]([N:26]2[CH2:31][CH2:30][CH:29]([C@H:32](O)[CH3:33])[CH2:28][CH2:27]2)=[N:22]1)[CH3:20]. No catalyst specified. The product is [CH3:20][CH:19]([N:21]1[N:25]=[N:24][C:23]([N:26]2[CH2:31][CH2:30][CH:29]([C@@H:32]([O:17][C:14]3[CH:13]=[N:12][C:11]([C:8]4[CH:7]=[CH:6][C:5]([S:2]([CH3:1])(=[O:3])=[O:4])=[CH:10][CH:9]=4)=[CH:16][N:15]=3)[CH3:33])[CH2:28][CH2:27]2)=[N:22]1)[CH3:18]. The yield is 0.580. (5) The reactants are [Br:1][C:2]1[CH:3]=[CH:4][C:5]([OH:11])=[C:6]([CH:10]=1)[C:7]([OH:9])=[O:8].C1N2CN3CN(C2)CN1C3.FC(F)(F)[C:24](O)=[O:25]. No catalyst specified. The product is [Br:1][C:2]1[CH:3]=[C:4]([CH:24]=[O:25])[C:5]([OH:11])=[C:6]([CH:10]=1)[C:7]([OH:9])=[O:8]. The yield is 0.500. (6) The reactants are Cl.[S:2]([N:12]1[C:16]2[N:17]=[CH:18][C:19]3[N:20]([C:21]([C@@H:24]4[CH2:28][CH2:27][C@H:26]([NH2:29])[CH2:25]4)=[N:22][N:23]=3)[C:15]=2[CH:14]=[CH:13]1)([C:5]1[CH:11]=[CH:10][C:8]([CH3:9])=[CH:7][CH:6]=1)(=[O:4])=[O:3].C(O)CC.Cl[C:35]1[N:36]=[CH:37][C:38]([C:41]#[N:42])=[N:39][CH:40]=1.CCN(C(C)C)C(C)C. The catalyst is C(Cl)Cl. The product is [S:2]([N:12]1[C:16]2[N:17]=[CH:18][C:19]3[N:20]([C:21]([C@@H:24]4[CH2:28][CH2:27][C@H:26]([NH:29][C:35]5[N:36]=[CH:37][C:38]([C:41]#[N:42])=[N:39][CH:40]=5)[CH2:25]4)=[N:22][N:23]=3)[C:15]=2[CH:14]=[CH:13]1)([C:5]1[CH:11]=[CH:10][C:8]([CH3:9])=[CH:7][CH:6]=1)(=[O:4])=[O:3]. The yield is 0.800. (7) The reactants are [Br:1][C:2]1[CH:7]=[CH:6][C:5]([OH:8])=[C:4]([N:9]([CH3:11])[CH3:10])[CH:3]=1.C(N(C(C)C)C(C)C)C.Cl[CH2:22][O:23][CH3:24].O. The catalyst is C(Cl)Cl. The product is [Br:1][C:2]1[CH:7]=[CH:6][C:5]([O:8][CH2:22][O:23][CH3:24])=[C:4]([N:9]([CH3:11])[CH3:10])[CH:3]=1. The yield is 0.990.